From a dataset of Full USPTO retrosynthesis dataset with 1.9M reactions from patents (1976-2016). Predict the reactants needed to synthesize the given product. (1) Given the product [C:22]1([N:7]2[C:8]3[C:9](=[CH:10][C:11]4[N:12]([C:30]5[CH:29]=[CH:32][CH:36]=[CH:34][CH:35]=5)[C:13]5[C:18]([C:19]=4[CH:20]=3)=[CH:17][CH:16]=[CH:15][CH:14]=5)[C:2]3[C:3]2=[CH:4][CH:5]=[CH:6][CH:1]=3)[CH:27]=[CH:26][CH:25]=[CH:24][CH:23]=1, predict the reactants needed to synthesize it. The reactants are: [CH:1]1[CH:6]=[CH:5][CH:4]=[C:3]2[N:7]=[C:8]3[CH:20]=[C:19]4[C:11](=[N:12][C:13]5[C:18]4=[CH:17][CH:16]=[CH:15][CH:14]=5)[CH:10]=[C:9]3[C:2]=12.I[C:22]1[CH:27]=[CH:26][CH:25]=[CH:24][CH:23]=1.C[C:29]([CH3:32])([O-])[CH3:30].[Na+].[C:34](P(C(C)(C)C)C(C)(C)C)(C)([CH3:36])[CH3:35]. (2) Given the product [CH2:17]([O:19][C:20](=[O:38])[CH2:21][N:22]([CH2:23][C:24]1[CH:29]=[CH:28][CH:27]=[CH:26][CH:25]=1)[CH2:31][C:32]1[CH:33]=[CH:34][CH:35]=[C:36]([O:5][CH2:6][CH2:7][N:8]2[C:16]3[C:11](=[CH:12][CH:13]=[CH:14][CH:15]=3)[CH:10]=[CH:9]2)[CH:37]=1)[CH3:18], predict the reactants needed to synthesize it. The reactants are: CS([O:5][CH2:6][CH2:7][N:8]1[C:16]2[C:11](=[CH:12][CH:13]=[CH:14][CH:15]=2)[CH:10]=[CH:9]1)(=O)=O.[CH2:17]([O:19][C:20](=[O:38])[CH2:21][N:22]([CH2:31][C:32]1[CH:37]=[CH:36][CH:35]=[CH:34][CH:33]=1)[CH2:23][C:24]1[CH:29]=[CH:28][CH:27]=[C:26](O)[CH:25]=1)[CH3:18].C(=O)([O-])[O-].[K+].[K+]. (3) Given the product [S:25]1[C:29]([Si:6]([CH3:13])([CH3:4])[C:7]2[CH:12]=[CH:11][CH:10]=[CH:9][CH:8]=2)=[CH:28][C:27]2[CH:30]=[CH:31][CH:32]=[CH:33][C:26]1=2, predict the reactants needed to synthesize it. The reactants are: S1C=[C:4]([Si:6](C)([CH3:13])[C:7]2[CH:12]=[CH:11][CH:10]=[CH:9][CH:8]=2)C2C=CC=CC1=2.CC([O-])(C)C.[K+].[S:25]1[CH:29]=[CH:28][C:27]2[CH:30]=[CH:31][CH:32]=[CH:33][C:26]1=2.